From a dataset of Catalyst prediction with 721,799 reactions and 888 catalyst types from USPTO. Predict which catalyst facilitates the given reaction. (1) Reactant: [NH2:1][C:2]1[CH:3]=[C:4]2[C:8](=[CH:9][CH:10]=1)[CH2:7][CH2:6][CH2:5]2.[CH:11](O)=[O:12].Cl.CN(C)CCCN=C=NCC.C(N(C(C)C)CC)(C)C. Product: [CH:11]([NH:1][C:2]1[CH:3]=[C:4]2[C:8](=[CH:9][CH:10]=1)[CH2:7][CH2:6][CH2:5]2)=[O:12]. The catalyst class is: 3. (2) The catalyst class is: 27. Reactant: [CH3:1][O:2][CH2:3][O:4][C:5]1[CH:6]=[N:7][CH:8]=[CH:9][CH:10]=1.CCCCC.C([Li])(C)(C)C.[C:21]([O:29][CH2:30][CH2:31][C:32]1[CH:39]=[CH:38][C:35]([CH:36]=[O:37])=[CH:34][CH:33]=1)(=[O:28])[C:22]1[CH:27]=[CH:26][CH:25]=[CH:24][CH:23]=1.[Cl-].[NH4+]. Product: [C:21]([O:29][CH2:30][CH2:31][C:32]1[CH:33]=[CH:34][C:35]([CH:36]([C:10]2[CH:9]=[CH:8][N:7]=[CH:6][C:5]=2[O:4][CH2:3][O:2][CH3:1])[OH:37])=[CH:38][CH:39]=1)(=[O:28])[C:22]1[CH:23]=[CH:24][CH:25]=[CH:26][CH:27]=1. (3) Reactant: C(Cl)(=O)C(Cl)=O.[N+:7]([C:10]1[CH:15]=[CH:14][C:13]([N:16]2[CH2:21][CH2:20][CH:19]([OH:22])[CH2:18][CH2:17]2)=[CH:12][C:11]=1[O:23][CH2:24][C:25]([F:28])([F:27])[F:26])([O-:9])=[O:8].O. Product: [N+:7]([C:10]1[CH:15]=[CH:14][C:13]([N:16]2[CH2:21][CH2:20][C:19](=[O:22])[CH2:18][CH2:17]2)=[CH:12][C:11]=1[O:23][CH2:24][C:25]([F:28])([F:26])[F:27])([O-:9])=[O:8]. The catalyst class is: 583. (4) Reactant: [H-].[Na+].[CH3:3][C:4]#[N:5].C[O:7][C:8](=O)[C:9]1[CH:14]=[CH:13][CH:12]=[CH:11][C:10]=1[Br:15]. Product: [Br:15][C:10]1[CH:11]=[CH:12][CH:13]=[CH:14][C:9]=1[C:8](=[O:7])[CH2:3][C:4]#[N:5]. The catalyst class is: 1. (5) Reactant: [C:1]([CH2:3][N:4]([C:12]1[N:16]([C:17]2[CH:22]=[CH:21][CH:20]=[CH:19][CH:18]=2)[N:15]=[CH:14][CH:13]=1)C(=O)OC(C)(C)C)#[N:2].C(O)(C(F)(F)F)=O. Product: [C:17]1([N:16]2[C:12]([NH:4][CH2:3][C:1]#[N:2])=[CH:13][CH:14]=[N:15]2)[CH:18]=[CH:19][CH:20]=[CH:21][CH:22]=1. The catalyst class is: 4. (6) Reactant: C([O:5][C:6]([C:8]1[C:9]([C:14]2[CH:19]=[CH:18][C:17]([CH2:20][N:21]3[C:25]4[CH:26]=[C:27]([CH2:31][O:32][C:33]5[CH:38]=[CH:37][C:36]([NH:39][C:40]([CH2:42][O:43][C:44]6[CH:49]=[CH:48][C:47]([CH2:50][CH:51]7[S:55][C:54](=[O:56])[NH:53][C:52]7=[O:57])=[CH:46][CH:45]=6)=O)=[C:35]([N:58](C(OC(C)(C)C)=O)C)[CH:34]=5)[CH:28]=[C:29]([CH3:30])[C:24]=4[N:23]=[C:22]3[CH2:67][CH2:68][CH3:69])=[CH:16][CH:15]=2)=[CH:10][CH:11]=[CH:12][CH:13]=1)=[O:7])(C)(C)C.Cl.O1CCOC[CH2:72]1. Product: [CH3:30][C:29]1[C:24]2[N:23]=[C:22]([CH2:67][CH2:68][CH3:69])[N:21]([CH2:20][C:17]3[CH:18]=[CH:19][C:14]([C:9]4[C:8]([C:6]([OH:5])=[O:7])=[CH:13][CH:12]=[CH:11][CH:10]=4)=[CH:15][CH:16]=3)[C:25]=2[CH:26]=[C:27]([CH:31]([O:32][C:33]2[CH:38]=[CH:37][C:36]3[N:39]=[C:40]([CH2:42][O:43][C:44]4[CH:49]=[CH:48][C:47]([CH2:50][CH:51]5[S:55][C:54](=[O:56])[NH:53][C:52]5=[O:57])=[CH:46][CH:45]=4)[NH:58][C:35]=3[CH:34]=2)[CH3:72])[CH:28]=1. The catalyst class is: 12.